This data is from Full USPTO retrosynthesis dataset with 1.9M reactions from patents (1976-2016). The task is: Predict the reactants needed to synthesize the given product. Given the product [CH3:29][N:27]1[CH:28]=[C:24]([C:21]2[N:20]=[C:19]3[N:15]([CH2:14][C@H:10]4[O:11][CH2:12][CH2:13][N:8]([C:5]5[N:4]=[CH:3][C:2]([B:33]6[O:34][C:35]([CH3:37])([CH3:36])[C:31]([CH3:47])([CH3:30])[O:32]6)=[CH:7][N:6]=5)[CH2:9]4)[N:16]=[N:17][C:18]3=[N:23][CH:22]=2)[CH:25]=[N:26]1, predict the reactants needed to synthesize it. The reactants are: Br[C:2]1[CH:3]=[N:4][C:5]([N:8]2[CH2:13][CH2:12][O:11][C@H:10]([CH2:14][N:15]3[C:19]4=[N:20][C:21]([C:24]5[CH:25]=[N:26][N:27]([CH3:29])[CH:28]=5)=[CH:22][N:23]=[C:18]4[N:17]=[N:16]3)[CH2:9]2)=[N:6][CH:7]=1.[CH3:30][C:31]1([CH3:47])[C:35]([CH3:37])([CH3:36])[O:34][B:33]([B:33]2[O:34][C:35]([CH3:37])([CH3:36])[C:31]([CH3:47])([CH3:30])[O:32]2)[O:32]1.C([O-])(=O)C.[K+].